From a dataset of Reaction yield outcomes from USPTO patents with 853,638 reactions. Predict the reaction yield, written as a fraction of the theoretical maximum amount of product (1.0 means a 100% yield; for example, 0.34 means a 34% yield). (1) The reactants are [CH3:1][C:2]1[CH:12]=[CH:11][CH:10]=[C:4]2[C:5]([O:7][C:8](=[O:9])[C:3]=12)=O.Cl.[NH2:14][CH:15]1[CH2:20][CH2:19][C:18](=[O:21])[NH:17][C:16]1=[O:22].C([O-])(=O)C.[Na+].O. The catalyst is C(O)(=O)C. The product is [O:22]=[C:16]1[CH:15]([N:14]2[C:8](=[O:9])[C:3]3[C:4](=[CH:10][CH:11]=[CH:12][C:2]=3[CH3:1])[C:5]2=[O:7])[CH2:20][CH2:19][C:18](=[O:21])[NH:17]1. The yield is 0.820. (2) The reactants are [F:1][C@H:2]1[CH2:6][CH2:5][N:4]([CH2:7][C@H:8]([C:10]2[CH:15]=[CH:14][CH:13]=[CH:12][CH:11]=2)O)[CH2:3]1.F[C@H]1CC[N:19]([C@H](C2C=CC=CC=2)CO)[CH2:18]1.CN[C:33]1[CH:42]=[CH:41][CH:40]=[CH:39][C:34]=1[C:35]([O:37][CH3:38])=[O:36]. No catalyst specified. The product is [F:1][C@H:2]1[CH2:6][CH2:5][N:4]([CH2:7][C@@H:8]([N:19]([C:41]2[CH:42]=[CH:33][C:34]([C:35]([O:37][CH3:38])=[O:36])=[CH:39][CH:40]=2)[CH3:18])[C:10]2[CH:15]=[CH:14][CH:13]=[CH:12][CH:11]=2)[CH2:3]1. The yield is 0.540. (3) The reactants are C([C:4]1[C:8]([O:9][CH3:10])=[C:7]([C:11]2[CH:16]=[CH:15][C:14]([Cl:17])=[CH:13][CH:12]=2)[N:6]([C:18]2[CH:23]=[CH:22][CH:21]=[CH:20][C:19]=2[Cl:24])[N:5]=1)(O)=O.C1(P([N:39]=[N+]=[N-])(C2C=CC=CC=2)=O)C=CC=CC=1.[CH2:42]([OH:49])[C:43]1[CH:48]=[CH:47][CH:46]=[CH:45][CH:44]=1.[C:50](=[O:53])([O-])O.[Na+]. The catalyst is C1(C)C=CC=CC=1.CN(C)C1C=CN=CC=1.C(N(CC)CC)C. The product is [CH2:42]([O:49][C:50]([NH:39][C:4]1[C:8]([O:9][CH3:10])=[C:7]([C:11]2[CH:12]=[CH:13][C:14]([Cl:17])=[CH:15][CH:16]=2)[N:6]([C:18]2[CH:23]=[CH:22][CH:21]=[CH:20][C:19]=2[Cl:24])[N:5]=1)=[O:53])[C:43]1[CH:48]=[CH:47][CH:46]=[CH:45][CH:44]=1. The yield is 0.890. (4) The catalyst is C1COCC1.CN(C=O)C. The reactants are [F:1][C:2]1[CH:7]=[CH:6][C:5]([N:8]2[CH2:17][CH2:16][C:15]3[C:10](=[CH:11][CH:12]=[C:13]([OH:18])[CH:14]=3)[CH:9]2[CH2:19][C:20]2[CH:25]=[CH:24][C:23]([O:26][CH2:27][CH2:28][CH:29]3[CH2:34][CH2:33][CH2:32][CH2:31][NH:30]3)=[CH:22][CH:21]=2)=[CH:4][CH:3]=1.[H-].[Na+].Br[CH2:38][C:39]([NH2:41])=[O:40]. The product is [C:39]([CH2:38][NH:41][C:39](=[O:40])[CH2:38][O:18][C:13]1[CH:14]=[C:15]2[C:10](=[CH:11][CH:12]=1)[CH:9]([CH2:19][C:20]1[CH:25]=[CH:24][C:23]([O:26][CH2:27][CH2:28][CH:29]3[CH2:34][CH2:33][CH2:32][CH2:31][NH:30]3)=[CH:22][CH:21]=1)[N:8]([C:5]1[CH:6]=[CH:7][C:2]([F:1])=[CH:3][CH:4]=1)[CH2:17][CH2:16]2)(=[O:40])[NH2:41]. The yield is 0.0700. (5) The reactants are [Br:1][C:2]1[CH:7]=[CH:6][C:5]([S:8][CH:9]2[C:15](=O)[CH2:14][CH2:13][N:12](C(OC(C)(C)C)=O)[CH2:11][CH2:10]2)=[CH:4][CH:3]=1.BrC1C=CC(SC2C(=O)CCCN(C(OC(C)(C)C)=O)C2)=CC=1. No catalyst specified. The product is [Br:1][C:2]1[CH:3]=[CH:4][C:5]2[S:8][C:9]3[CH2:10][CH2:11][NH:12][CH2:13][CH2:14][C:15]=3[C:6]=2[CH:7]=1. The yield is 0.200. (6) The reactants are [CH2:1](O)[CH2:2][CH2:3][CH2:4][CH2:5][CH2:6][CH2:7][CH2:8][CH2:9][CH:10]=[CH2:11].C(N(C(F)([F:26])C1C=CC=C(C)C=1)CC)C. The catalyst is CCCCCCC. The product is [F:26][CH2:1][CH2:2][CH2:3][CH2:4][CH2:5][CH2:6][CH2:7][CH2:8][CH2:9][CH:10]=[CH2:11]. The yield is 0.910. (7) The reactants are [CH3:1][N:2]1[C:7](=[O:8])[C:6]([NH:9][C:10]2[CH:15]=[CH:14][CH:13]=[C:12]([N:16]3[CH2:21][CH2:20][N:19]([CH3:22])[CH2:18][CH2:17]3)[N:11]=2)=[CH:5][C:4]([C:23]2[C:28]([CH:29]=[O:30])=[C:27]([N:31]3[CH2:43][CH2:42][N:34]4[C:35]5[CH2:36][CH2:37][CH2:38][CH2:39][C:40]=5[CH:41]=[C:33]4[C:32]3=[O:44])[N:26]=[CH:25][CH:24]=2)=[CH:3]1.[BH4-].[Na+]. The catalyst is CO. The product is [OH:30][CH2:29][C:28]1[C:27]([N:31]2[CH2:43][CH2:42][N:34]3[C:35]4[CH2:36][CH2:37][CH2:38][CH2:39][C:40]=4[CH:41]=[C:33]3[C:32]2=[O:44])=[N:26][CH:25]=[CH:24][C:23]=1[C:4]1[CH:5]=[C:6]([NH:9][C:10]2[CH:15]=[CH:14][CH:13]=[C:12]([N:16]3[CH2:21][CH2:20][N:19]([CH3:22])[CH2:18][CH2:17]3)[N:11]=2)[C:7](=[O:8])[N:2]([CH3:1])[CH:3]=1. The yield is 0.490. (8) The reactants are [NH2:1][C:2]1[CH:7]=[CH:6][CH:5]=[CH:4][N:3]=1.Br[CH2:9][C:10](=O)[C:11]([O:13][CH2:14][CH3:15])=[O:12]. The catalyst is C(O)C. The product is [N:1]1[C:10]([C:11]([O:13][CH2:14][CH3:15])=[O:12])=[CH:9][N:3]2[CH:4]=[CH:5][CH:6]=[CH:7][C:2]=12. The yield is 0.620. (9) The reactants are CN(C)C=O.[OH:6][C:7]1[CH:8]=[N:9][C:10]([CH3:13])=[CH:11][CH:12]=1.[H-].[Na+].[CH2:16](Br)[C:17]1[CH:22]=[CH:21][CH:20]=[CH:19][CH:18]=1. The catalyst is O. The product is [CH2:16]([O:6][C:7]1[CH:12]=[CH:11][C:10]([CH3:13])=[N:9][CH:8]=1)[C:17]1[CH:22]=[CH:21][CH:20]=[CH:19][CH:18]=1. The yield is 0.660. (10) The reactants are [N+:1]([C:4]1[CH:9]=[CH:8][N+:7]([O-])=[CH:6][C:5]=1[N:11]1[CH2:16][CH2:15][CH2:14][CH2:13][CH2:12]1)([O-])=O.[H][H]. The catalyst is C(O)C.[Pd]. The product is [N:11]1([C:5]2[CH:6]=[N:7][CH:8]=[CH:9][C:4]=2[NH2:1])[CH2:12][CH2:13][CH2:14][CH2:15][CH2:16]1. The yield is 0.730.